Dataset: Catalyst prediction with 721,799 reactions and 888 catalyst types from USPTO. Task: Predict which catalyst facilitates the given reaction. Reactant: [OH:1][C:2]1[CH:7]=[CH:6][CH:5]=[CH:4][C:3]=1[C:8]1[N:17]=[C:16]([N:18]2[CH2:23][CH2:22][CH2:21][C@H:20]([CH2:24][NH:25][C:26](=[O:33])[O:27][C@H:28]3[CH2:32][CH2:31][O:30][CH2:29]3)[CH2:19]2)[C:15]2[C:10](=[CH:11][C:12]([CH3:34])=[CH:13][CH:14]=2)[N:9]=1.[ClH:35].CCOCC. Product: [ClH:35].[OH:1][C:2]1[CH:7]=[CH:6][CH:5]=[CH:4][C:3]=1[C:8]1[N:17]=[C:16]([N:18]2[CH2:23][CH2:22][CH2:21][C@H:20]([CH2:24][NH:25][C:26](=[O:33])[O:27][C@H:28]3[CH2:32][CH2:31][O:30][CH2:29]3)[CH2:19]2)[C:15]2[C:10](=[CH:11][C:12]([CH3:34])=[CH:13][CH:14]=2)[N:9]=1. The catalyst class is: 2.